From a dataset of Forward reaction prediction with 1.9M reactions from USPTO patents (1976-2016). Predict the product of the given reaction. (1) Given the reactants [Cl:1][C:2]1[N:3]([CH3:40])[C:4]([C:34]2[N:38]([CH3:39])[N:37]=[CH:36][CH:35]=2)=[CH:5][C:6]=1[C:7]([NH:9][C@@H:10]([CH2:23][C:24]1[CH:29]=[CH:28][CH:27]=[CH:26][C:25]=1[C:30]([F:33])([F:32])[F:31])[CH2:11][N:12]1[C:20](=[O:21])[C:19]2[C:14](=[CH:15][CH:16]=[CH:17][CH:18]=2)[C:13]1=[O:22])=[O:8].C1C(=O)N([Cl:48])C(=O)C1, predict the reaction product. The product is: [Cl:1][C:2]1[N:3]([CH3:40])[C:4]([C:34]2[N:38]([CH3:39])[N:37]=[CH:36][C:35]=2[Cl:48])=[CH:5][C:6]=1[C:7]([NH:9][C@@H:10]([CH2:23][C:24]1[CH:29]=[CH:28][CH:27]=[CH:26][C:25]=1[C:30]([F:33])([F:32])[F:31])[CH2:11][N:12]1[C:20](=[O:21])[C:19]2[C:14](=[CH:15][CH:16]=[CH:17][CH:18]=2)[C:13]1=[O:22])=[O:8]. (2) Given the reactants [Cl:1][C:2]1[CH:3]=[C:4]([NH:9][C:10]2[N:15]=[C:14]([NH:16][CH2:17][CH2:18][CH2:19][N:20]([CH3:22])[CH3:21])[C:13]([C:23]3[CH:24]=[C:25]([C:29]4[NH:33][C:32](=[O:34])[O:31][N:30]=4)[CH:26]=[N:27][CH:28]=3)=[CH:12][N:11]=2)[CH:5]=[CH:6][C:7]=1[F:8].[OH-].[Na+:36], predict the reaction product. The product is: [Cl:1][C:2]1[CH:3]=[C:4]([NH:9][C:10]2[N:15]=[C:14]([NH:16][CH2:17][CH2:18][CH2:19][N:20]([CH3:22])[CH3:21])[C:13]([C:23]3[CH:24]=[C:25]([C:29]4[N-:33][C:32](=[O:34])[O:31][N:30]=4)[CH:26]=[N:27][CH:28]=3)=[CH:12][N:11]=2)[CH:5]=[CH:6][C:7]=1[F:8].[Na+:36]. (3) Given the reactants [F:1][C:2]1[CH:7]=[CH:6][C:5]([N:8]2[C:16]3[C:11](=[CH:12][C:13]([CH2:17][CH2:18][CH2:19][CH2:20][CH2:21]OS(C)(=O)=O)=[CH:14][CH:15]=3)[CH:10]=[CH:9]2)=[CH:4][CH:3]=1.[CH2:27]([CH2:30][NH2:31])[CH:28]=C.[CH3:32]N(C=O)C, predict the reaction product. The product is: [CH2:30]([N:31]([CH2:21][CH2:20][CH2:19][CH2:18][CH2:17][C:13]1[CH:12]=[C:11]2[C:16](=[CH:15][CH:14]=1)[N:8]([C:5]1[CH:6]=[CH:7][C:2]([F:1])=[CH:3][CH:4]=1)[CH:9]=[CH:10]2)[CH3:32])[CH:27]=[CH2:28]. (4) Given the reactants [C:1]([O:5][C:6]([NH:8][C@H:9]1[CH2:13][CH2:12][N:11]([S:14]([C:17]2[C:18]3[C:19](Br)=[CH:20][N:21]=[CH:22][C:23]=3[CH:24]=[CH:25][CH:26]=2)(=[O:16])=[O:15])[CH2:10]1)=[O:7])([CH3:4])([CH3:3])[CH3:2].[CH:28]1(B(O)O)[CH2:30][CH2:29]1.P([O-])([O-])([O-])=O.[K+].[K+].[K+].F[B-](F)(F)F.C1([PH+](C2CCCCC2)C2CCCCC2)CCCCC1, predict the reaction product. The product is: [C:1]([O:5][C:6]([NH:8][C@H:9]1[CH2:13][CH2:12][N:11]([S:14]([C:17]2[C:18]3[C:19]([CH:28]4[CH2:30][CH2:29]4)=[CH:20][N:21]=[CH:22][C:23]=3[CH:24]=[CH:25][CH:26]=2)(=[O:16])=[O:15])[CH2:10]1)=[O:7])([CH3:4])([CH3:3])[CH3:2]. (5) Given the reactants [C:1]1([C:25]2[CH:30]=[CH:29][CH:28]=[CH:27][CH:26]=2)[CH:6]=[CH:5][C:4]([CH2:7][N:8]2[C:16](Cl)=[C:15]3[C:10]([N:11]([CH2:21][CH:22]([CH3:24])[CH3:23])[C:12](=[O:20])[N:13]([CH3:19])[C:14]3=[O:18])=[N:9]2)=[CH:3][CH:2]=1.[NH2:31][C@H:32]1[CH2:36][CH2:35][N:34](C(OC(C)(C)C)=O)[CH2:33]1.CC1(C)C2C(=C(P(C3C=CC=CC=3)C3C=CC=CC=3)C=CC=2)OC2C(P(C3C=CC=CC=3)C3C=CC=CC=3)=CC=CC1=2.C(O[K])(C)(C)C, predict the reaction product. The product is: [C:1]1([C:25]2[CH:30]=[CH:29][CH:28]=[CH:27][CH:26]=2)[CH:6]=[CH:5][C:4]([CH2:7][N:8]2[C:16]([NH:31][C@H:32]3[CH2:36][CH2:35][NH:34][CH2:33]3)=[C:15]3[C:10]([N:11]([CH2:21][CH:22]([CH3:24])[CH3:23])[C:12](=[O:20])[N:13]([CH3:19])[C:14]3=[O:18])=[N:9]2)=[CH:3][CH:2]=1. (6) Given the reactants Cl[C:2]1[N:7]=[C:6]([C:8]([N:10]2[CH2:15][CH2:14][CH:13]([N:16]3[CH2:20][CH2:19][CH2:18][CH2:17]3)[CH2:12][CH2:11]2)=[O:9])[C:5]([CH3:21])=[CH:4][C:3]=1[C:22]1[CH:27]=[CH:26][CH:25]=[C:24]([C:28]([F:31])([F:30])[F:29])[CH:23]=1.[CH2:32]([NH2:35])[CH2:33][NH2:34].C1(P(C2C=CC=CC=2)C2C=CC3C(=CC=CC=3)C=2C2C3C(=CC=CC=3)C=CC=2P(C2C=CC=CC=2)C2C=CC=CC=2)C=CC=CC=1.C(=O)([O-])[O-].[Cs+].[Cs+], predict the reaction product. The product is: [NH2:34][CH2:33][CH2:32][NH:35][C:2]1[N:7]=[C:6]([C:8]([N:10]2[CH2:15][CH2:14][CH:13]([N:16]3[CH2:20][CH2:19][CH2:18][CH2:17]3)[CH2:12][CH2:11]2)=[O:9])[C:5]([CH3:21])=[CH:4][C:3]=1[C:22]1[CH:27]=[CH:26][CH:25]=[C:24]([C:28]([F:31])([F:30])[F:29])[CH:23]=1.